Dataset: Forward reaction prediction with 1.9M reactions from USPTO patents (1976-2016). Task: Predict the product of the given reaction. (1) Given the reactants [F:1][C:2]([F:47])([F:46])[C:3]1[CH:4]=[C:5]([C@H:13]2[O:17][C:16](=[O:18])[N:15]([CH2:19][C:20]3[CH:25]=[C:24]([O:26][C:27]([F:30])([F:29])[F:28])[CH:23]=[CH:22][C:21]=3[NH:31][CH2:32][C@H:33]3[CH2:38][CH2:37][C@H:36]([CH2:39][C:40]([O:42][CH2:43][CH3:44])=[O:41])[CH2:35][CH2:34]3)[C@H:14]2[CH3:45])[CH:6]=[C:7]([C:9]([F:12])([F:11])[F:10])[CH:8]=1.Cl[C:49]([O:51][CH3:52])=[O:50].C(N(C(C)C)CC)(C)C, predict the reaction product. The product is: [F:12][C:9]([F:11])([F:10])[C:7]1[CH:6]=[C:5]([C@H:13]2[O:17][C:16](=[O:18])[N:15]([CH2:19][C:20]3[CH:25]=[C:24]([O:26][C:27]([F:29])([F:30])[F:28])[CH:23]=[CH:22][C:21]=3[N:31]([CH2:32][C@H:33]3[CH2:38][CH2:37][C@H:36]([CH2:39][C:40]([O:42][CH2:43][CH3:44])=[O:41])[CH2:35][CH2:34]3)[C:49]([O:51][CH3:52])=[O:50])[C@H:14]2[CH3:45])[CH:4]=[C:3]([C:2]([F:1])([F:46])[F:47])[CH:8]=1. (2) Given the reactants [C:1]([C:3]1[C:4]([C:17]2[CH:22]=[CH:21][C:20]([Cl:23])=[CH:19][C:18]=2[Cl:24])=[C:5]([C:14]([NH2:16])=[O:15])[S:6][C:7]=1[N:8]1[CH2:13][CH2:12][O:11][CH2:10][CH2:9]1)#[N:2].CO[CH:27](OC)[N:28]([CH3:30])[CH3:29], predict the reaction product. The product is: [C:1]([C:3]1[C:4]([C:17]2[CH:22]=[CH:21][C:20]([Cl:23])=[CH:19][C:18]=2[Cl:24])=[C:5]([C:14]([N:16]=[CH:27][N:28]([CH3:30])[CH3:29])=[O:15])[S:6][C:7]=1[N:8]1[CH2:9][CH2:10][O:11][CH2:12][CH2:13]1)#[N:2]. (3) Given the reactants [H-].[Na+].[F:3][C:4]1[CH:5]=[C:6]([CH:10]2[NH:15][C:14](=[O:16])[C:13]3([CH2:22][O:21][CH2:20][CH2:19][O:18][CH2:17]3)[N:12]([C:23]([O:25][C:26]([CH3:29])([CH3:28])[CH3:27])=[O:24])[CH2:11]2)[CH:7]=[CH:8][CH:9]=1.Br[CH2:31][C:32]([O:34][CH3:35])=[O:33], predict the reaction product. The product is: [F:3][C:4]1[CH:5]=[C:6]([CH:10]2[N:15]([CH2:31][C:32]([O:34][CH3:35])=[O:33])[C:14](=[O:16])[C:13]3([CH2:17][O:18][CH2:19][CH2:20][O:21][CH2:22]3)[N:12]([C:23]([O:25][C:26]([CH3:29])([CH3:28])[CH3:27])=[O:24])[CH2:11]2)[CH:7]=[CH:8][CH:9]=1. (4) Given the reactants [C:1]([O:5][C:6]([N:8]1[CH:13]([CH2:14][CH3:15])[CH2:12][CH:11]([NH:16][C:17]2[N:22]=[CH:21][C:20]([OH:23])=[CH:19][N:18]=2)[CH2:10][CH:9]1[CH2:24][CH3:25])=[O:7])([CH3:4])([CH3:3])C.C(=O)([O-])[O-].[K+].[K+].[CH2:32](N)[C:33]1[CH:38]=[CH:37][CH:36]=[CH:35][CH:34]=1.O, predict the reaction product. The product is: [CH:1]([O:5][C:6]([N:8]1[CH:13]([CH2:14][CH3:15])[CH2:12][CH:11]([NH:16][C:17]2[N:18]=[CH:19][C:20]([O:23][CH2:32][C:33]3[CH:38]=[CH:37][CH:36]=[CH:35][CH:34]=3)=[CH:21][N:22]=2)[CH2:10][CH:9]1[CH2:24][CH3:25])=[O:7])([CH3:3])[CH3:4]. (5) The product is: [CH:44]([N:16]1[C:17]2[C:13](=[CH:12][C:11]([O:10][CH:7]3[CH2:8][CH2:9][N:4]([CH:1]([CH3:2])[CH3:3])[CH2:5][CH2:6]3)=[C:19]([CH3:20])[CH:18]=2)[CH:14]=[C:15]1[C:21]([N:23]1[CH2:24][CH2:25][N:26]([S:29]([CH3:32])(=[O:31])=[O:30])[CH2:27][CH2:28]1)=[O:22])([CH3:46])[CH3:45]. Given the reactants [CH:1]([N:4]1[CH2:9][CH2:8][CH:7]([O:10][C:11]2[CH:12]=[C:13]3[C:17](=[CH:18][C:19]=2[CH3:20])[NH:16][C:15]([C:21]([N:23]2[CH2:28][CH2:27][N:26]([S:29]([CH3:32])(=[O:31])=[O:30])[CH2:25][CH2:24]2)=[O:22])=[CH:14]3)[CH2:6][CH2:5]1)([CH3:3])[CH3:2].C(=O)([O-])[O-].[Cs+].[Cs+].CS(O[CH:44]([CH3:46])[CH3:45])(=O)=O, predict the reaction product. (6) Given the reactants CC1N=C(N2CCN(C3C=CC=CC=3)C2=O)SC=1C(OCC)=O.[C:24]([C:27]1[S:31][C:30]([N:32]2[CH2:36][CH2:35][N:34]([CH2:37][C:38]3[CH:47]=[CH:46][C:41]([C:42]([O:44]C)=[O:43])=[CH:40][CH:39]=3)[C:33]2=[O:48])=[N:29][C:28]=1[CH3:49])(=[O:26])[CH3:25], predict the reaction product. The product is: [C:24]([C:27]1[S:31][C:30]([N:32]2[CH2:36][CH2:35][N:34]([CH2:37][C:38]3[CH:47]=[CH:46][C:41]([C:42]([OH:44])=[O:43])=[CH:40][CH:39]=3)[C:33]2=[O:48])=[N:29][C:28]=1[CH3:49])(=[O:26])[CH3:25].